Dataset: Reaction yield outcomes from USPTO patents with 853,638 reactions. Task: Predict the reaction yield, written as a fraction of the theoretical maximum amount of product (1.0 means a 100% yield; for example, 0.34 means a 34% yield). (1) The reactants are [F:1][C:2]1[CH:8]=[C:7]([CH3:9])[C:6]([B:10]2[O:14][C:13]([CH3:16])([CH3:15])[C:12]([CH3:18])([CH3:17])[O:11]2)=[CH:5][C:3]=1[NH2:4].Cl[C:20]([O:22][C:23]([CH3:25])=[CH2:24])=[O:21]. The catalyst is CCOC(C)=O.C([O-])(O)=O.[Na+]. The product is [F:1][C:2]1[CH:8]=[C:7]([CH3:9])[C:6]([B:10]2[O:14][C:13]([CH3:16])([CH3:15])[C:12]([CH3:18])([CH3:17])[O:11]2)=[CH:5][C:3]=1[NH:4][C:20](=[O:21])[O:22][C:23]([CH3:25])=[CH2:24]. The yield is 1.00. (2) The reactants are [F:1][C:2]1[CH:11]=[CH:10][C:5]([C:6]([O:8]C)=[O:7])=[CH:4][C:3]=1[O:12][CH3:13].[OH-].[Na+].Cl. The catalyst is CO.O. The product is [F:1][C:2]1[CH:11]=[CH:10][C:5]([C:6]([OH:8])=[O:7])=[CH:4][C:3]=1[O:12][CH3:13]. The yield is 0.970. (3) The reactants are Cl[C:2]1[CH:7]=[N:6][CH:5]=[C:4]([Cl:8])[N:3]=1.[CH3:9][NH:10][CH2:11][CH2:12][CH3:13].[C:14](=O)([O-])[O-:15].[K+].[K+].P(Cl)(Cl)(Cl)=O. The catalyst is CC(N(C)C)=O.CN(C=O)C.O. The product is [Cl:8][C:4]1[C:5]([CH:14]=[O:15])=[N:6][CH:7]=[C:2]([N:10]([CH3:9])[CH2:11][CH2:12][CH3:13])[N:3]=1. The yield is 0.740. (4) The reactants are Cl.[N:2]1[CH:7]=[CH:6][C:5]([C:8]([OH:10])=[O:9])=[CH:4][N:3]=1.[CH2:11](O)[CH3:12]. No catalyst specified. The product is [CH2:11]([O:9][C:8]([C:5]1[CH:6]=[CH:7][N:2]=[N:3][CH:4]=1)=[O:10])[CH3:12]. The yield is 0.490.